This data is from Full USPTO retrosynthesis dataset with 1.9M reactions from patents (1976-2016). The task is: Predict the reactants needed to synthesize the given product. (1) Given the product [Cl:35][C:32]1[CH:33]=[CH:34][C:18]2[C:17]3[N:36]=[C:13]([NH:12][C:9]4[CH:10]=[CH:11][C:6]([C:5]([N:43]5[CH2:42][CH:41]([CH3:45])[NH:40][CH:39]([CH3:38])[CH2:44]5)=[NH:37])=[CH:7][CH:8]=4)[N:14]=[CH:15][C:16]=3[CH2:22][N:21]=[C:20]([C:23]3[C:28]([F:29])=[CH:27][CH:26]=[CH:25][C:24]=3[F:30])[C:19]=2[CH:31]=1, predict the reactants needed to synthesize it. The reactants are: Cl.C(O[C:5](=[NH:37])[C:6]1[CH:11]=[CH:10][C:9]([NH:12][C:13]2[N:14]=[CH:15][C:16]3[CH2:22][N:21]=[C:20]([C:23]4[C:28]([F:29])=[CH:27][CH:26]=[CH:25][C:24]=4[F:30])[C:19]4[CH:31]=[C:32]([Cl:35])[CH:33]=[CH:34][C:18]=4[C:17]=3[N:36]=2)=[CH:8][CH:7]=1)C.[CH3:38][CH:39]1[CH2:44][NH:43][CH2:42][CH:41]([CH3:45])[NH:40]1. (2) Given the product [F:8][C:5]1[CH:6]=[CH:7][C:2]([CH:13]=[C:12]([CH3:14])[C:11]([O:16][CH3:17])=[O:15])=[CH:3][C:4]=1[O:9][CH3:10], predict the reactants needed to synthesize it. The reactants are: Br[C:2]1[CH:7]=[CH:6][C:5]([F:8])=[C:4]([O:9][CH3:10])[CH:3]=1.[C:11]([O:16][CH3:17])(=[O:15])[C:12]([CH3:14])=[CH2:13].N(CCCC)(CCCC)CCCC. (3) Given the product [N:1]1([CH2:7][CH2:8][O:9][C:10]2[CH:11]=[C:12]([C:16]3[CH:17]=[C:18]4[C:24]([NH:25][C:26]([C:28]5[CH:29]=[N:30][N:31]([CH2:33][C:34]6[CH:35]=[CH:36][CH:37]=[CH:38][CH:39]=6)[CH:32]=5)=[O:27])=[CH:23][NH:22][C:19]4=[N:20][CH:21]=3)[CH:13]=[CH:14][CH:15]=2)[CH2:2][CH2:3][O:4][CH2:5][CH2:6]1, predict the reactants needed to synthesize it. The reactants are: [N:1]1([CH2:7][CH2:8][O:9][C:10]2[CH:11]=[C:12]([C:16]3[CH:17]=[C:18]4[C:24]([NH:25][C:26]([C:28]5[CH:29]=[N:30][N:31]([CH2:33][C:34]6[CH:39]=[CH:38][CH:37]=[CH:36][CH:35]=6)[CH:32]=5)=[O:27])=[CH:23][N:22](S(C5C=CC(C)=CC=5)(=O)=O)[C:19]4=[N:20][CH:21]=3)[CH:13]=[CH:14][CH:15]=2)[CH2:6][CH2:5][O:4][CH2:3][CH2:2]1.CO. (4) Given the product [Cl:8][C:9]1[N:10]=[N:11][C:12]([Cl:16])=[C:13]([NH:1][C:2]2[CH:7]=[CH:6][CH:5]=[CH:4][CH:3]=2)[N:14]=1, predict the reactants needed to synthesize it. The reactants are: [NH2:1][C:2]1[CH:7]=[CH:6][CH:5]=[CH:4][CH:3]=1.[Cl:8][C:9]1[N:10]=[N:11][C:12]([Cl:16])=[C:13](Cl)[N:14]=1.C(N(CC)CC)C. (5) Given the product [CH:1]1([C:4]2[C:5]([N:24]([CH2:29][CH2:30][CH:31]([CH3:33])[CH3:32])[S:25]([CH3:28])(=[O:27])=[O:26])=[CH:6][C:7]3[O:11][C:10]([C:12]4[CH:13]=[CH:14][C:15]([F:18])=[CH:16][CH:17]=4)=[C:9]([C:19]4[NH:22][C:34](=[O:35])[O:21][N:20]=4)[C:8]=3[CH:23]=2)[CH2:2][CH2:3]1, predict the reactants needed to synthesize it. The reactants are: [CH:1]1([C:4]2[C:5]([N:24]([CH2:29][CH2:30][CH:31]([CH3:33])[CH3:32])[S:25]([CH3:28])(=[O:27])=[O:26])=[CH:6][C:7]3[O:11][C:10]([C:12]4[CH:17]=[CH:16][C:15]([F:18])=[CH:14][CH:13]=4)=[C:9]([C:19](=[NH:22])[NH:20][OH:21])[C:8]=3[CH:23]=2)[CH2:3][CH2:2]1.[C:34](N1C=CN=C1)(N1C=CN=C1)=[O:35].N12CCCN=C1CCCCC2. (6) Given the product [Cl:1][C:2]1[CH:3]=[C:4]2[C:9](=[CH:10][CH:11]=1)[C:8](=[O:12])[N:7]([CH3:13])[C:6]([C:14]([OH:16])=[O:15])=[C:5]2[O:19][CH3:20], predict the reactants needed to synthesize it. The reactants are: [Cl:1][C:2]1[CH:3]=[C:4]2[C:9](=[CH:10][CH:11]=1)[C:8](=[O:12])[N:7]([CH3:13])[C:6]([C:14]([O:16]CC)=[O:15])=[C:5]2[O:19][CH3:20].[OH-].[Na+].O.Cl.